From a dataset of Full USPTO retrosynthesis dataset with 1.9M reactions from patents (1976-2016). Predict the reactants needed to synthesize the given product. (1) Given the product [CH2:28]([O:2][C:1]([C:4]1[CH:20]=[CH:19][C:7]([O:8][C:9]2[CH:10]=[CH:11][C:12]3[B:16]([OH:17])[O:15][CH2:14][C:13]=3[CH:18]=2)=[C:6]([OH:21])[CH:5]=1)=[O:3])[CH3:29], predict the reactants needed to synthesize it. The reactants are: [C:1]([C:4]1[CH:20]=[CH:19][C:7]([O:8][C:9]2[CH:10]=[CH:11][C:12]3[B:16]([OH:17])[O:15][CH2:14][C:13]=3[CH:18]=2)=[C:6]([OH:21])[CH:5]=1)([OH:3])=[O:2].S(=O)(=O)(O)O.O.[CH2:28](O)[CH3:29]. (2) Given the product [CH3:1][C:2]1[CH:6]=[C:5]([CH2:7][NH:8][CH2:22][C:23]2[N:27]([C:28]3[CH:29]=[CH:30][CH:31]=[CH:32][CH:33]=3)[N:26]=[C:25]([CH3:34])[CH:24]=2)[N:4]([C:9]2[CH:14]=[CH:13][CH:12]=[CH:11][CH:10]=2)[N:3]=1, predict the reactants needed to synthesize it. The reactants are: [CH3:1][C:2]1[CH:6]=[C:5]([CH2:7][NH2:8])[N:4]([C:9]2[CH:14]=[CH:13][CH:12]=[CH:11][CH:10]=2)[N:3]=1.C(=O)([O-])[O-].[K+].[K+].Br[CH2:22][C:23]1[N:27]([C:28]2[CH:33]=[CH:32][CH:31]=[CH:30][CH:29]=2)[N:26]=[C:25]([CH3:34])[CH:24]=1.CC1C=C(CO)N(C2C=CC=CC=2)N=1. (3) Given the product [C:1]([O:5][C:6](=[O:40])[N:7]([C@H:9]([C:11](=[O:39])[NH:12][C@@H:13]1[C:19](=[O:20])[N:18]([CH2:21][C:22]2[C:31]3[C:26](=[CH:27][C:28]([C:51]4[CH:52]=[N:48][NH:49][CH:50]=4)=[CH:29][CH:30]=3)[CH:25]=[CH:24][C:23]=2[O:33][CH3:34])[C:17]2[CH:35]=[CH:36][CH:37]=[CH:38][C:16]=2[CH2:15][CH2:14]1)[CH3:10])[CH3:8])([CH3:4])([CH3:3])[CH3:2], predict the reactants needed to synthesize it. The reactants are: [C:1]([O:5][C:6](=[O:40])[N:7]([C@H:9]([C:11](=[O:39])[NH:12][C@@H:13]1[C:19](=[O:20])[N:18]([CH2:21][C:22]2[C:31]3[C:26](=[CH:27][C:28](Br)=[CH:29][CH:30]=3)[CH:25]=[CH:24][C:23]=2[O:33][CH3:34])[C:17]2[CH:35]=[CH:36][CH:37]=[CH:38][C:16]=2[CH2:15][CH2:14]1)[CH3:10])[CH3:8])([CH3:4])([CH3:3])[CH3:2].C(OC([N:48]1[CH:52]=[C:51](B(O)O)[CH:50]=[N:49]1)=O)(C)(C)C. (4) Given the product [F:1][C:2]1[CH:9]=[CH:8][C:7]([O:10][CH3:11])=[CH:6][C:3]=1[CH:4]=[C:18]1[S:12][C:13](=[S:14])[NH:15][C:16]1=[O:17], predict the reactants needed to synthesize it. The reactants are: [F:1][C:2]1[CH:9]=[CH:8][C:7]([O:10][CH3:11])=[CH:6][C:3]=1[CH:4]=O.[S:12]1[CH2:18][C:16](=[O:17])[NH:15][C:13]1=[S:14].C(O)(=O)C. (5) Given the product [CH:1]([O:4][C:5]1[CH:13]=[CH:12][C:11]([S:14]([CH3:17])(=[O:16])=[O:15])=[CH:10][C:6]=1[C:7]([N:35]1[CH2:34][CH2:33][N:32]([C:30]2[S:31][C:27]([C:26]([F:38])([F:25])[F:39])=[N:28][N:29]=2)[CH2:37][CH2:36]1)=[O:9])([CH3:2])[CH3:3], predict the reactants needed to synthesize it. The reactants are: [CH:1]([O:4][C:5]1[CH:13]=[CH:12][C:11]([S:14]([CH3:17])(=[O:16])=[O:15])=[CH:10][C:6]=1[C:7]([OH:9])=O)([CH3:3])[CH3:2].FC(F)(F)C(O)=O.[F:25][C:26]([F:39])([F:38])[C:27]1[S:31][C:30]([N:32]2[CH2:37][CH2:36][NH:35][CH2:34][CH2:33]2)=[N:29][N:28]=1. (6) Given the product [C:4]([C:5]1([OH:17])[CH2:9][CH:8]2[CH2:7][CH:6]1[CH:10]([CH3:16])[C:2]2([CH3:1])[CH3:18])#[CH:3], predict the reactants needed to synthesize it. The reactants are: [CH3:1][C:2]1([CH3:18])[CH:8]([CH3:9])[CH2:7][CH:6]([CH:10]2[CH2:16]CCCCC2)[C:5](=[O:17])[CH2:4][CH2:3]1.O1CCCC1.